This data is from Reaction yield outcomes from USPTO patents with 853,638 reactions. The task is: Predict the reaction yield, written as a fraction of the theoretical maximum amount of product (1.0 means a 100% yield; for example, 0.34 means a 34% yield). (1) The reactants are [C:1]([C:5]1[NH:6][C:7]2[C:12]([CH:13]=1)=[CH:11][C:10]([N+:14]([O-:16])=[O:15])=[CH:9]C=2C#N)([CH3:4])([CH3:3])[CH3:2].[OH-:19].[K+].[CH3:21][CH2:22][OH:23]. No catalyst specified. The product is [C:1]([C:5]1[NH:6][C:7]2[C:12]([CH:13]=1)=[CH:11][C:10]([N+:14]([O-:16])=[O:15])=[CH:9][C:21]=2[C:22]([OH:19])=[O:23])([CH3:4])([CH3:3])[CH3:2]. The yield is 0.770. (2) The reactants are [O:1]1[CH2:6][CH2:5][CH2:4][CH2:3][CH:2]1[N:7]1[C:15]2[C:10](=[CH:11][C:12]([C:16]3[N:20]=[CH:19][N:18]([C:21]([C:34]4[CH:39]=[CH:38][CH:37]=[CH:36][CH:35]=4)([C:28]4[CH:33]=[CH:32][CH:31]=[CH:30][CH:29]=4)[C:22]4[CH:27]=[CH:26][CH:25]=[CH:24][CH:23]=4)[N:17]=3)=[CH:13][CH:14]=2)[C:9]([C:40]2[CH:41]=[C:42]([CH:47]=[CH:48][CH:49]=2)[C:43](OC)=[O:44])=[N:8]1.O.[OH-].[Li+].[CH:53]1([CH2:56][NH2:57])[CH2:55][CH2:54]1.O.ON1C2C=CC=CC=2N=N1.Cl.CN(C)CCCN=C=NCC. The catalyst is O1CCCC1.O1CCCC1.O. The product is [CH:53]1([CH2:56][NH:57][C:43]([C:42]2[CH:47]=[CH:48][CH:49]=[C:40]([C:9]3[C:10]4[C:15](=[CH:14][CH:13]=[C:12]([C:16]5[N:20]=[CH:19][N:18]([C:21]([C:28]6[CH:29]=[CH:30][CH:31]=[CH:32][CH:33]=6)([C:34]6[CH:39]=[CH:38][CH:37]=[CH:36][CH:35]=6)[C:22]6[CH:27]=[CH:26][CH:25]=[CH:24][CH:23]=6)[N:17]=5)[CH:11]=4)[N:7]([CH:2]4[CH2:3][CH2:4][CH2:5][CH2:6][O:1]4)[N:8]=3)[CH:41]=2)=[O:44])[CH2:55][CH2:54]1. The yield is 0.530. (3) The reactants are C([O:8][C:9]1[CH:14]=[CH:13][C:12]([CH2:15][CH2:16][C:17](=[O:22])[CH2:18][C:19](=[O:21])[CH3:20])=[CH:11][CH:10]=1)C1C=CC=CC=1.[H][H]. The catalyst is [Pd].ClCCl. The product is [OH:8][C:9]1[CH:10]=[CH:11][C:12]([CH2:15][CH2:16][C:17](=[O:22])[CH2:18][C:19](=[O:21])[CH3:20])=[CH:13][CH:14]=1. The yield is 0.770. (4) The reactants are [CH2:1]([O:3][C:4](=[O:17])[CH2:5][O:6][C:7]1[CH:12]=[CH:11][C:10](Br)=[CH:9][C:8]=1[N+:14]([O-:16])=[O:15])[CH3:2].[C:18]([C:20]1[CH:25]=[CH:24][CH:23]=[C:22]([F:26])[CH:21]=1)#[CH:19].C(N(CC)CC)C. The catalyst is CN(C)C=O.[Cu](I)I. The product is [CH2:1]([O:3][C:4](=[O:17])[CH2:5][O:6][C:7]1[CH:12]=[CH:11][C:10]([C:19]#[C:18][C:20]2[CH:25]=[CH:24][CH:23]=[C:22]([F:26])[CH:21]=2)=[CH:9][C:8]=1[N+:14]([O-:16])=[O:15])[CH3:2]. The yield is 0.520. (5) The reactants are Cl[C:2]1[CH:3]=[CH:4][C:5]([F:18])=[C:6]2[C:11]=1[N:10]=[C:9]([C:12]([F:15])([F:14])[F:13])[CH:8]=[C:7]2[O:16][CH3:17].[CH3:19][C:20]([CH3:23])([O-:22])C.[Na+]. The catalyst is O1CCCC1.CCOCC.C1C=CC(/C=C/C(/C=C/C2C=CC=CC=2)=O)=CC=1.C1C=CC(/C=C/C(/C=C/C2C=CC=CC=2)=O)=CC=1.C1C=CC(/C=C/C(/C=C/C2C=CC=CC=2)=O)=CC=1.[Pd].[Pd]. The product is [O:16]1[C:20]2([CH2:19][CH2:11][N:10]([C:2]3[CH:3]=[CH:4][C:5]([F:18])=[C:6]4[C:11]=3[N:10]=[C:9]([C:12]([F:15])([F:14])[F:13])[CH:8]=[C:7]4[O:16][CH3:17])[CH2:9][CH2:23]2)[O:22][CH2:6][CH2:7]1. The yield is 0.640. (6) The reactants are [Cl:1][C:2]1[C:25]([F:26])=[CH:24][CH:23]=[C:22]([F:27])[C:3]=1[CH2:4][N:5]1[CH2:10][CH2:9][NH:8][C:7]2[N:11]=[CH:12][C:13]([C:15]3[CH:20]=[CH:19][N:18]=[C:17](Cl)[CH:16]=3)=[CH:14][C:6]1=2.[CH3:28][N:29]1[CH2:34][CH2:33][N:32](C2C=C(B3OC(C)(C)C(C)(C)O3)C=CN=2)[CH2:31][CH2:30]1. No catalyst specified. The product is [Cl:1][C:2]1[C:25]([F:26])=[CH:24][CH:23]=[C:22]([F:27])[C:3]=1[CH2:4][N:5]1[CH2:10][CH2:9][NH:8][C:7]2[N:11]=[CH:12][C:13]([C:15]3[CH:20]=[CH:19][N:18]=[C:17]([N:32]4[CH2:33][CH2:34][N:29]([CH3:28])[CH2:30][CH2:31]4)[CH:16]=3)=[CH:14][C:6]1=2. The yield is 0.150. (7) The reactants are [Br:1][C:2]1[CH:7]=[CH:6][C:5]([NH2:8])=[C:4]([C:9]2[CH2:14][CH2:13][C:12]([CH3:16])([CH3:15])[CH2:11][CH:10]=2)[CH:3]=1.[C:17]([C:19]1[N:20]=[C:21]([C:32]([O-])=[O:33])[N:22]([CH2:24][O:25][CH2:26][CH2:27][Si:28]([CH3:31])([CH3:30])[CH3:29])[CH:23]=1)#[N:18].[K+].C1CN([P+](Br)(N2CCCC2)N2CCCC2)CC1.F[P-](F)(F)(F)(F)F.CCN(C(C)C)C(C)C. The catalyst is CN(C=O)C.CCOC(C)=O. The product is [Br:1][C:2]1[CH:7]=[CH:6][C:5]([NH:8][C:32]([C:21]2[N:22]([CH2:24][O:25][CH2:26][CH2:27][Si:28]([CH3:31])([CH3:30])[CH3:29])[CH:23]=[C:19]([C:17]#[N:18])[N:20]=2)=[O:33])=[C:4]([C:9]2[CH2:14][CH2:13][C:12]([CH3:16])([CH3:15])[CH2:11][CH:10]=2)[CH:3]=1. The yield is 0.880.